Dataset: Reaction yield outcomes from USPTO patents with 853,638 reactions. Task: Predict the reaction yield, written as a fraction of the theoretical maximum amount of product (1.0 means a 100% yield; for example, 0.34 means a 34% yield). (1) The reactants are [C:1](=[NH:21])([O:3][CH2:4][CH2:5][C:6]1[CH:11]=[CH:10][C:9]([O:12][C:13]2[CH:18]=[CH:17][C:16]([Cl:19])=[C:15]([CH3:20])[CH:14]=2)=[CH:8][CH:7]=1)[NH2:2].[CH:22]([CH:24]([CH2:29][C:30]1[CH:31]=[N:32][C:33]([O:36][CH3:37])=[N:34][CH:35]=1)[C:25](OC)=O)=[O:23].C([O-])([O-])=O.[K+].[K+]. The catalyst is CN1C(=O)CCC1. The product is [Cl:19][C:16]1[CH:17]=[CH:18][C:13]([O:12][C:9]2[CH:8]=[CH:7][C:6]([CH2:5][CH2:4][O:3][C:1]3[NH:2][CH:25]=[C:24]([CH2:29][C:30]4[CH:31]=[N:32][C:33]([O:36][CH3:37])=[N:34][CH:35]=4)[C:22](=[O:23])[N:21]=3)=[CH:11][CH:10]=2)=[CH:14][C:15]=1[CH3:20]. The yield is 0.0785. (2) The reactants are [Si:1]([O:8][CH2:9][CH2:10][CH2:11][C:12]([OH:14])=[O:13])([C:4]([CH3:7])([CH3:6])[CH3:5])([CH3:3])[CH3:2].[CH3:15]COCC. No catalyst specified. The product is [Si:1]([O:8][CH2:9][CH2:10][CH2:11][C:12]([O:14][CH3:15])=[O:13])([C:4]([CH3:7])([CH3:6])[CH3:5])([CH3:3])[CH3:2]. The yield is 0.950. (3) The reactants are [CH3:1][O:2][CH2:3][CH:4]1[CH2:8][N:7]([C:9]([O:11][C:12]([CH3:15])([CH3:14])[CH3:13])=[O:10])[CH:6]([C:16]2[NH:20][C:19]3[C:21]4[C:26]([CH:27]=[CH:28][C:18]=3[N:17]=2)=[CH:25][C:24]2[C:29]3[C:34]([CH2:35][O:36][C:23]=2[CH:22]=4)=[CH:33][C:32](B2OC(C)(C)C(C)(C)O2)=[CH:31][CH:30]=3)[CH2:5]1.Br[C:47]1[NH:51][C:50]([C@@H:52]2[CH2:56][CH2:55][CH2:54][N:53]2[C:57](=[O:68])[C@@H:58]([NH:63][C:64](=[O:67])[O:65][CH3:66])[C@H:59]([O:61][CH3:62])[CH3:60])=[N:49][CH:48]=1.C(=O)([O-])[O-].[K+].[K+]. The catalyst is CS(C)=O.C1C=CC([P]([Pd]([P](C2C=CC=CC=2)(C2C=CC=CC=2)C2C=CC=CC=2)([P](C2C=CC=CC=2)(C2C=CC=CC=2)C2C=CC=CC=2)[P](C2C=CC=CC=2)(C2C=CC=CC=2)C2C=CC=CC=2)(C2C=CC=CC=2)C2C=CC=CC=2)=CC=1.C1C=CC(P(C2C=CC=CC=2)[C-]2C=CC=C2)=CC=1.C1C=CC(P(C2C=CC=CC=2)[C-]2C=CC=C2)=CC=1.Cl[Pd]Cl.[Fe+2]. The product is [CH3:66][O:65][C:64]([NH:63][C@H:58]([C:57]([N:53]1[CH2:54][CH2:55][CH2:56][C@H:52]1[C:50]1[NH:51][C:47]([C:32]2[CH:33]=[C:34]3[CH2:35][O:36][C:23]4[CH:22]=[C:21]5[C:26]([CH:27]=[CH:28][C:18]6[N:17]=[C:16]([C@@H:6]7[CH2:5][C@H:4]([CH2:3][O:2][CH3:1])[CH2:8][N:7]7[C:9]([O:11][C:12]([CH3:13])([CH3:14])[CH3:15])=[O:10])[NH:20][C:19]=65)=[CH:25][C:24]=4[C:29]3=[CH:30][CH:31]=2)=[CH:48][N:49]=1)=[O:68])[C@@H:59]([CH3:60])[O:61][CH3:62])=[O:67]. The yield is 0.630. (4) The reactants are [Cl:1][C:2]1[C:3]([C:22]2[N:27]=[C:26]([NH:28][C:29]3[CH:34]=[CH:33][N:32]=[CH:31][C:30]=3[C:35](O)=[O:36])[CH:25]=[CH:24][N:23]=2)=[N:4][N:5]([CH2:10][C:11]2[C:16]([F:17])=[CH:15][C:14]([O:18][CH2:19][CH3:20])=[CH:13][C:12]=2[F:21])[C:6]=1[CH:7]1[CH2:9][CH2:8]1.[NH2:38][CH2:39][CH2:40][OH:41].F[P-](F)(F)(F)(F)F.N1(O[P+](N2CCCC2)(N2CCCC2)N2CCCC2)C2C=CC=CC=2N=N1.C(N(C(C)C)C(C)C)C. The catalyst is CN(C=O)C.C(OCC)(=O)C. The product is [Cl:1][C:2]1[C:3]([C:22]2[N:27]=[C:26]([NH:28][C:29]3[C:30]([C:35]([NH:38][CH2:39][CH2:40][OH:41])=[O:36])=[CH:31][N:32]=[CH:33][CH:34]=3)[CH:25]=[CH:24][N:23]=2)=[N:4][N:5]([CH2:10][C:11]2[C:12]([F:21])=[CH:13][C:14]([O:18][CH2:19][CH3:20])=[CH:15][C:16]=2[F:17])[C:6]=1[CH:7]1[CH2:9][CH2:8]1. The yield is 0.980. (5) The catalyst is O.CN(C=O)C. The product is [NH2:1][N:2]1[C:6]([C:7]([NH:50][CH2:51][C:52]2([OH:67])[CH2:57][CH2:56][N:55]([C:58](=[O:59])[C:60]3[CH:65]=[CH:64][C:63]([F:66])=[CH:62][CH:61]=3)[CH2:54][CH2:53]2)=[O:9])=[CH:5][N:4]=[C:3]1[C:10]1[CH:15]=[CH:14][C:13]([F:16])=[CH:12][CH:11]=1. The yield is 0.650. The reactants are [NH2:1][N:2]1[C:6]([C:7]([OH:9])=O)=[CH:5][N:4]=[C:3]1[C:10]1[CH:15]=[CH:14][C:13]([F:16])=[CH:12][CH:11]=1.CN(C(ON1N=NC2C=CC=NC1=2)=[N+](C)C)C.F[P-](F)(F)(F)(F)F.CCN(C(C)C)C(C)C.[NH2:50][CH2:51][C:52]1([OH:67])[CH2:57][CH2:56][N:55]([C:58]([C:60]2[CH:65]=[CH:64][C:63]([F:66])=[CH:62][CH:61]=2)=[O:59])[CH2:54][CH2:53]1.